Dataset: Full USPTO retrosynthesis dataset with 1.9M reactions from patents (1976-2016). Task: Predict the reactants needed to synthesize the given product. Given the product [CH2:1]([N:8]1[CH:12]=[C:11]([C:13]2[CH:18]=[CH:17][C:16]([Cl:19])=[CH:15][C:14]=2[Cl:20])[N:10]=[C:9]1/[CH:21]=[CH:22]/[C:23]1[CH:28]=[CH:27][C:26]([C:29]2[CH:30]=[CH:31][C:32]([O:35][CH2:36][CH2:46][CH2:47][C:48]([OH:50])=[O:49])=[CH:33][CH:34]=2)=[CH:25][CH:24]=1)[C:2]1[CH:7]=[CH:6][CH:5]=[CH:4][CH:3]=1, predict the reactants needed to synthesize it. The reactants are: [CH2:1]([N:8]1[CH:12]=[C:11]([C:13]2[CH:18]=[CH:17][C:16]([Cl:19])=[CH:15][C:14]=2[Cl:20])[N:10]=[C:9]1/[CH:21]=[CH:22]/[C:23]1[CH:28]=[CH:27][C:26]([C:29]2[CH:34]=[CH:33][C:32]([O:35][CH3:36])=[CH:31][CH:30]=2)=[CH:25][CH:24]=1)[C:2]1[CH:7]=[CH:6][CH:5]=[CH:4][CH:3]=1.C1(O)C=CC=CC=1.BrC[CH2:46][CH2:47][C:48]([O:50]C)=[O:49].